Dataset: Full USPTO retrosynthesis dataset with 1.9M reactions from patents (1976-2016). Task: Predict the reactants needed to synthesize the given product. (1) Given the product [Cl:2][C:3]1[C:8]([N:9]2[C:11]([OH:19])=[CH:12][C:13]([C:14]([O:16][CH2:17][CH3:18])=[O:15])=[N:10]2)=[CH:7][CH:6]=[CH:5][N:4]=1, predict the reactants needed to synthesize it. The reactants are: Cl.[Cl:2][C:3]1[C:8]([NH:9][NH2:10])=[CH:7][CH:6]=[CH:5][N:4]=1.[C:11](OCC)(=[O:19])[C:12]#[C:13][C:14]([O:16][CH2:17][CH3:18])=[O:15].Cl. (2) Given the product [CH3:1][S:2]([O:5][CH2:6][C@H:7]1[O:9][CH2:8]1)(=[O:4])=[O:3], predict the reactants needed to synthesize it. The reactants are: [CH3:1][S:2]([O:5][CH2:6][C@@H:7]1[O:9][CH2:8]1)(=[O:4])=[O:3].C1O[C@H]1CO. (3) Given the product [CH2:14]([S:22][C:4]1[CH:5]=[C:6]([C:12]#[N:13])[C:7](=[CH:10][CH:11]=1)[C:8]#[N:9])[CH2:15][CH2:16][CH2:17][CH2:18][CH2:19][CH2:20][CH3:21], predict the reactants needed to synthesize it. The reactants are: [N+]([C:4]1[CH:5]=[C:6]([C:12]#[N:13])[C:7](=[CH:10][CH:11]=1)[C:8]#[N:9])([O-])=O.[CH2:14]([SH:22])[CH2:15][CH2:16][CH2:17][CH2:18][CH2:19][CH2:20][CH3:21].C(=O)([O-])[O-].[K+].[K+].Cl.